From a dataset of Catalyst prediction with 721,799 reactions and 888 catalyst types from USPTO. Predict which catalyst facilitates the given reaction. (1) Reactant: [Cl-].[Al+3].[Cl-].[Cl-].[N-:5]=[N+:6]=[N-:7].[Na+].[C:9]1([C:15]([C:25]2[CH:30]=[CH:29][C:28]([CH:31]=[CH:32][C:33]#[N:34])=[CH:27][CH:26]=2)=[C:16]([C:19]2[CH:24]=[CH:23][CH:22]=[CH:21][CH:20]=2)[CH2:17][CH3:18])[CH:14]=[CH:13][CH:12]=[CH:11][CH:10]=1. Product: [C:9]1([C:15]([C:25]2[CH:30]=[CH:29][C:28]([CH:31]=[CH:32][C:33]3[NH:34][N:7]=[N:6][N:5]=3)=[CH:27][CH:26]=2)=[C:16]([C:19]2[CH:24]=[CH:23][CH:22]=[CH:21][CH:20]=2)[CH2:17][CH3:18])[CH:10]=[CH:11][CH:12]=[CH:13][CH:14]=1. The catalyst class is: 295. (2) Reactant: [CH3:1][O:2][C:3]1[N:8]=[CH:7][C:6]([C:9]2[CH2:14][CH2:13][CH:12]([N:15]3[CH2:18][CH:17]([NH:19][C:20]([CH2:22][NH:23][C:24](=[O:35])[C:25]4[CH:30]=[CH:29][CH:28]=[C:27]([C:31]([F:34])([F:33])[F:32])[CH:26]=4)=[O:21])[CH2:16]3)[CH2:11][CH:10]=2)=[CH:5][CH:4]=1. Product: [CH3:1][O:2][C:3]1[N:8]=[CH:7][C:6]([CH:9]2[CH2:14][CH2:13][CH:12]([N:15]3[CH2:16][CH:17]([NH:19][C:20]([CH2:22][NH:23][C:24](=[O:35])[C:25]4[CH:30]=[CH:29][CH:28]=[C:27]([C:31]([F:34])([F:32])[F:33])[CH:26]=4)=[O:21])[CH2:18]3)[CH2:11][CH2:10]2)=[CH:5][CH:4]=1. The catalyst class is: 19. (3) Reactant: [Br:1][CH:2]1[CH2:7][CH2:6][N:5]([C:8]([O:10][CH2:11][CH3:12])=[O:9])[CH2:4][CH:3]1[OH:13].FC(S(O[Si:22]([C:25]([CH3:28])([CH3:27])[CH3:26])([CH3:24])[CH3:23])(=O)=O)(F)F.N1C(C)=CC=CC=1C. Product: [Br:1][CH:2]1[CH2:7][CH2:6][N:5]([C:8]([O:10][CH2:11][CH3:12])=[O:9])[CH2:4][CH:3]1[O:13][Si:22]([C:25]([CH3:28])([CH3:27])[CH3:26])([CH3:24])[CH3:23]. The catalyst class is: 2.